This data is from NCI-60 drug combinations with 297,098 pairs across 59 cell lines. The task is: Regression. Given two drug SMILES strings and cell line genomic features, predict the synergy score measuring deviation from expected non-interaction effect. (1) Drug 1: CC(C1=C(C=CC(=C1Cl)F)Cl)OC2=C(N=CC(=C2)C3=CN(N=C3)C4CCNCC4)N. Drug 2: C1=C(C(=O)NC(=O)N1)F. Cell line: SF-539. Synergy scores: CSS=45.9, Synergy_ZIP=-5.49, Synergy_Bliss=-11.2, Synergy_Loewe=-11.3, Synergy_HSA=-10.5. (2) Drug 1: CN1C(=O)N2C=NC(=C2N=N1)C(=O)N. Drug 2: C1CC(=O)NC(=O)C1N2C(=O)C3=CC=CC=C3C2=O. Cell line: HCC-2998. Synergy scores: CSS=1.39, Synergy_ZIP=5.59, Synergy_Bliss=10.8, Synergy_Loewe=5.91, Synergy_HSA=2.47. (3) Drug 1: C1=NNC2=C1C(=O)NC=N2. Drug 2: C(CCl)NC(=O)N(CCCl)N=O. Cell line: MALME-3M. Synergy scores: CSS=9.32, Synergy_ZIP=-0.913, Synergy_Bliss=7.11, Synergy_Loewe=-3.29, Synergy_HSA=2.23.